Dataset: Reaction yield outcomes from USPTO patents with 853,638 reactions. Task: Predict the reaction yield, written as a fraction of the theoretical maximum amount of product (1.0 means a 100% yield; for example, 0.34 means a 34% yield). The reactants are [CH2:1]([O:8][CH2:9][C:10]1[C@@H:14]([O:15][Si:16]([C:19]([CH3:22])([CH3:21])[CH3:20])([CH3:18])[CH3:17])[CH2:13][C@@H:12]([OH:23])[CH:11]=1)[C:2]1[CH:7]=[CH:6][CH:5]=[CH:4][CH:3]=1.C(=O)([O-])[O-].[Na+].[Na+].CCOC(C)=O. The catalyst is [Pd]. The product is [CH2:1]([O:8][CH2:9][C@H:10]1[C@@H:14]([O:15][Si:16]([C:19]([CH3:21])([CH3:20])[CH3:22])([CH3:18])[CH3:17])[CH2:13][C@@H:12]([OH:23])[CH2:11]1)[C:2]1[CH:7]=[CH:6][CH:5]=[CH:4][CH:3]=1. The yield is 0.980.